From a dataset of Experimentally validated miRNA-target interactions with 360,000+ pairs, plus equal number of negative samples. Binary Classification. Given a miRNA mature sequence and a target amino acid sequence, predict their likelihood of interaction. The miRNA is mmu-miR-3473c with sequence UCUCUCCAGCCCCCAUAAUAAG. The protein sequence of the target gene is MAAVRGLRVSVKAEAPAGPALGLPSPEVESGLERGEPEPMEVEEGELEIVPVRRSLKELLPDTSRRYENKAGSFITGIDVTSKEAIEKKEQRAKRFHFRAEVNLAQRNVALDRDMMKKAIPKVRLETIYICGVDEMSTQDIFSYFKEYPPAHIEWLDDTSCNVVWLDEMTATRALINMSSLPAQDKMRSRDASEDKSSEKNKKDKQEDSSDDDETEEGEVEDENSSDVELDTLSQVEEESLLRNDLRPANKLAKGNRLFMRFATKDDKKELGAARRSQYYMKYGNPNYGGMKGILSNSWK.... Result: 1 (interaction).